From a dataset of Experimentally validated miRNA-target interactions with 360,000+ pairs, plus equal number of negative samples. Binary Classification. Given a miRNA mature sequence and a target amino acid sequence, predict their likelihood of interaction. (1) The miRNA is hsa-miR-6758-3p with sequence ACUCAUUCUCCUCUGUCCAG. The protein sequence of the target gene is MTIVDKTEPSDPSTCQNQPGSCEAVSPEDMDTGSASWGAVSSISDVSSHTLPLGPVPGAVVYSNSSVPEKSKPSPPKDQVLGDGIAPPQKVLFPSEKICLKWQQSHRVGAGLQNLGNTCFANAALQCLTYTPPLANYMLSHEHSKTCHAEGFCMMCTMQTHITQALSNPGDVIKPMFVINEMRRIARHFRFGNQEDAHEFLQYTVDAMQKACLNGSNKLDRHTQATTLVCQIFGGYLRSRVKCLNCKGVSDTFDPYLDITLEIKAAQSVTKALEQFVKPEQLDGENSYKCSKCKKMVPAS.... Result: 0 (no interaction). (2) Result: 0 (no interaction). The protein sequence of the target gene is MSVQVVSAAAAAKVPEVELKDLSPSEAEPQLGLSAAAVGAMVPPAGGGDPEAPAPAPAAERPPAPGPGSGPTAALSPAAGKVPQASAMKRSDPHHQHQRHRDGGEALVSPDGTVTEAPRTVKKQIQFADQKQEFNKRPTKIGRRSLSRSISQSSTDSYSSAASYTDSSDDETSPRDKQQKNSKGSSDFCVKNIKQAEFGRREIEIAEQEMPALMALRKRAQGEKPLAGAKIVGCTHITAQTAVLMETLGALGAQCRWAACNIYSTLNEVAAALAESGFPVFAWKGESEDDFWWCIDRCVN.... The miRNA is hsa-miR-6757-5p with sequence UAGGGAUGGGAGGCCAGGAUGA. (3) The miRNA is mmu-miR-6934-3p with sequence ACCUCUGCUCCUGCCCCACCAG. The protein sequence of the target gene is MHLKHLRTLLSPQDGAAKVTCMAWSQNNAKFAVCTVDRVVLLYDEHGERRDKFSTKPADMKYGRKSYMVKGMAFSPDSTKIAIGQTDNIIYVYKIGEDWGDKKVICNKFIQTSAVTCLQWPAEYIIVFGLAEGKVRLANTKTNKSSTIYGTESYVVSLTTNCSGKGILSGHADGTIVRYFFDDEGSGESQGKLVNHPCPPYALAWATNSIVAAGCDRKIVAYGKEGHMLQTFDYSRDPQEREFTTAVSSPGGQSVVLGSYDRLRVFNWIPRRSIWEEAKPKEITNLYTITALAWKRDGSR.... Result: 0 (no interaction). (4) The miRNA is hsa-miR-339-3p with sequence UGAGCGCCUCGACGACAGAGCCG. The protein sequence of the target gene is MTSSVRLAFLATLLLLLPLEAQIQQANSANVNQNVGQQDTGTLFTGTGTNLYYGVNLVPFGPEVGDQEVNPGLLTAGQTIDLHMYFPFYGGLYNYSTLSVNGYIGFATVLDQGPTLNVGPDMTDWPRHEDPAMIAPYLCKQQIPQNLNPGMRSGVFYRLMMRQSLFGRQTGSNMNMGQATYQSSFFGQSASKACPGTPDSYVRCDSQADYFLEEMQRWLIEGVAGAAAFRADAALVVTWYNTASAISGRSDIDSGQLATYQAIWLTDRTARLSYVILNYDRLGFDAADFRQNSRSGRCQA.... Result: 0 (no interaction).